Dataset: Acute oral toxicity (LD50) regression data from Zhu et al.. Task: Regression/Classification. Given a drug SMILES string, predict its toxicity properties. Task type varies by dataset: regression for continuous values (e.g., LD50, hERG inhibition percentage) or binary classification for toxic/non-toxic outcomes (e.g., AMES mutagenicity, cardiotoxicity, hepatotoxicity). Dataset: ld50_zhu. (1) The molecule is CCOC(=O)CCC(=O)CC1(O)C2(Cl)C3(Cl)C4(Cl)C(Cl)(Cl)C5(Cl)C3(Cl)C1(Cl)C5(Cl)C42Cl. The rat oral LD50 is 3.42, given as -log10 of the dose in mol/kg body weight (higher means more acutely toxic). (2) The compound is O=NN1CCSC1. The rat oral LD50 is 1.78, given as -log10 of the dose in mol/kg body weight (higher means more acutely toxic). (3) The molecule is O=NN(C1CCCCC1)C1CCCCC1. The rat oral LD50 is 1.62, given as -log10 of the dose in mol/kg body weight (higher means more acutely toxic). (4) The drug is CCCc1c(OCCCCc2nnn[nH]2)ccc(C(C)=O)c1O. The rat oral LD50 is 2.69, given as -log10 of the dose in mol/kg body weight (higher means more acutely toxic). (5) The molecule is CNC(=O)Oc1cc(C)c(S(C)=O)c(C)c1. The rat oral LD50 is 3.76, given as -log10 of the dose in mol/kg body weight (higher means more acutely toxic). (6) The compound is Nc1ccc([N+](=O)[O-])cc1[N+](=O)[O-]. The rat oral LD50 is 2.81, given as -log10 of the dose in mol/kg body weight (higher means more acutely toxic).